From a dataset of Reaction yield outcomes from USPTO patents with 853,638 reactions. Predict the reaction yield, written as a fraction of the theoretical maximum amount of product (1.0 means a 100% yield; for example, 0.34 means a 34% yield). The reactants are [C:1]1([C@@H:7]2[CH2:9][C@H:8]2[NH2:10])[CH:6]=[CH:5][CH:4]=[CH:3][CH:2]=1.[CH:11]([CH:13]1[CH2:19][CH2:18][CH2:17][N:16]([C:20]([O:22][C:23]([CH3:26])([CH3:25])[CH3:24])=[O:21])[CH2:15][CH2:14]1)=O.C(O[BH-](OC(=O)C)OC(=O)C)(=O)C.[Na+].C([O-])(O)=O.[Na+]. The catalyst is C(Cl)(Cl)Cl.CC(O)=O. The product is [C:1]1([C@@H:7]2[CH2:9][C@H:8]2[NH:10][CH2:11][CH:13]2[CH2:19][CH2:18][CH2:17][N:16]([C:20]([O:22][C:23]([CH3:24])([CH3:26])[CH3:25])=[O:21])[CH2:15][CH2:14]2)[CH:6]=[CH:5][CH:4]=[CH:3][CH:2]=1. The yield is 0.120.